From a dataset of Catalyst prediction with 721,799 reactions and 888 catalyst types from USPTO. Predict which catalyst facilitates the given reaction. (1) Reactant: [N:26]1([S:23]([C:18]2[CH:19]=[CH:20][CH:21]=[CH:22][C:17]=2[S:16][S:16][C:17]2[CH:22]=[CH:21][CH:20]=[CH:19][C:18]=2[S:23]([N:26]2[CH2:30][CH2:29][CH2:28][CH2:27]2)(=[O:25])=[O:24])(=[O:25])=[O:24])[CH2:27][CH2:28][CH2:29][CH2:30]1.[I:31]I.[CH3:33][C:34]1[N:35]([CH2:40][C:41]([O:43][CH2:44][CH3:45])=[O:42])[C:36]([CH3:39])=[CH:37][CH:38]=1. Product: [I:31][C:37]1[C:38]([S:16][C:17]2[CH:22]=[CH:21][CH:20]=[CH:19][C:18]=2[S:23]([N:26]2[CH2:27][CH2:28][CH2:29][CH2:30]2)(=[O:24])=[O:25])=[C:34]([CH3:33])[N:35]([CH2:40][C:41]([O:43][CH2:44][CH3:45])=[O:42])[C:36]=1[CH3:39]. The catalyst class is: 35. (2) Reactant: [F:1][C:2]1[CH:3]=[C:4]([NH:8][C:9]2[CH:18]=[CH:17][C:12]([C:13]([O:15]C)=[O:14])=[CH:11][CH:10]=2)[CH:5]=[CH:6][CH:7]=1.[OH-].[Na+]. Product: [F:1][C:2]1[CH:3]=[C:4]([NH:8][C:9]2[CH:18]=[CH:17][C:12]([C:13]([OH:15])=[O:14])=[CH:11][CH:10]=2)[CH:5]=[CH:6][CH:7]=1. The catalyst class is: 127. (3) Reactant: Cl.Cl.[NH2:3][CH:4]1[CH2:7][N:6]([C:8]2[C:18]([C:19]#[N:20])=[CH:17][C:11]([C:12]([O:14][CH2:15][CH3:16])=[O:13])=[C:10]([CH3:21])[N:9]=2)[CH2:5]1.CCN(C(C)C)C(C)C.Cl[C:32]1[CH:37]=[CH:36][C:35]([S:38]([N:41]=[C:42]=[O:43])(=[O:40])=[O:39])=[CH:34][CH:33]=1.CCOC(C)=O. Product: [C:19]([C:18]1[C:8]([N:6]2[CH2:5][CH:4]([NH:3][C:42]([NH:41][S:38]([C:35]3[CH:34]=[CH:33][CH:32]=[CH:37][CH:36]=3)(=[O:40])=[O:39])=[O:43])[CH2:7]2)=[N:9][C:10]([CH3:21])=[C:11]([CH:17]=1)[C:12]([O:14][CH2:15][CH3:16])=[O:13])#[N:20]. The catalyst class is: 2. (4) Reactant: [F:1][C:2]([F:16])([C:10]1[CH:15]=[CH:14][CH:13]=[CH:12][CH:11]=1)/[CH:3]=[CH:4]/[C:5]([O:7][CH2:8][CH3:9])=[O:6]. Product: [F:1][C:2]([F:16])([C:10]1[CH:11]=[CH:12][CH:13]=[CH:14][CH:15]=1)[CH2:3][CH2:4][C:5]([O:7][CH2:8][CH3:9])=[O:6]. The catalyst class is: 19. (5) Reactant: [NH2:1][C:2]1([C:8]([NH:10][CH2:11][C:12]2[CH:17]=[CH:16][CH:15]=[CH:14][CH:13]=2)=[O:9])[CH2:7][CH2:6][CH2:5][CH2:4][CH2:3]1.[C:18]([C:22]1[CH:23]=[C:24]([CH:27]=[C:28]([C:30]([CH3:33])([CH3:32])[CH3:31])[CH:29]=1)[CH:25]=O)([CH3:21])([CH3:20])[CH3:19].C(O[BH-](OC(=O)C)OC(=O)C)(=O)C.[Na+]. Product: [CH2:11]([NH:10][C:8]([C:2]1([NH:1][CH2:25][C:24]2[CH:23]=[C:22]([C:18]([CH3:20])([CH3:19])[CH3:21])[CH:29]=[C:28]([C:30]([CH3:33])([CH3:32])[CH3:31])[CH:27]=2)[CH2:7][CH2:6][CH2:5][CH2:4][CH2:3]1)=[O:9])[C:12]1[CH:13]=[CH:14][CH:15]=[CH:16][CH:17]=1. The catalyst class is: 2.